From a dataset of Catalyst prediction with 721,799 reactions and 888 catalyst types from USPTO. Predict which catalyst facilitates the given reaction. Reactant: CC(C)([O-])C.[K+].[F:7][C:8]([F:12])([F:11])[CH2:9][OH:10].F[C:14]1[C:15]([C:20]([OH:22])=[O:21])=[N:16][CH:17]=[CH:18][CH:19]=1. Product: [F:7][C:8]([F:12])([F:11])[CH2:9][O:10][C:14]1[C:15]([C:20]([OH:22])=[O:21])=[N:16][CH:17]=[CH:18][CH:19]=1. The catalyst class is: 6.